Dataset: Reaction yield outcomes from USPTO patents with 853,638 reactions. Task: Predict the reaction yield, written as a fraction of the theoretical maximum amount of product (1.0 means a 100% yield; for example, 0.34 means a 34% yield). (1) The reactants are [NH:1]1[CH2:6][CH2:5][O:4][CH2:3][CH2:2]1.[C:7]([N:10]1[C:19]2[C:14](=[CH:15][C:16](Br)=[CH:17][CH:18]=2)[C@H:13]([NH:21]C(=O)OCC2C=CC=CC=2)[C@@H:12]([CH3:32])[C@@H:11]1[CH:33]1CC1)(=[O:9])[CH3:8].C(N1C2C(=CC(Br)=CC=2)[C@H](NC(=O)OCC2C=CC=CC=2)[C@@H](C)[C@@H]1C)(=O)C.CN(C1C(C2C(P(C3CCCCC3)C3CCCCC3)=CC=CC=2)=CC=CC=1)C.CC(C)([O-])C.[Na+]. The catalyst is O1CCOCC1.C1C=CC(/C=C/C(/C=C/C2C=CC=CC=2)=O)=CC=1.C1C=CC(/C=C/C(/C=C/C2C=CC=CC=2)=O)=CC=1.C1C=CC(/C=C/C(/C=C/C2C=CC=CC=2)=O)=CC=1.[Pd].[Pd]. The product is [NH2:21][C@H:13]1[C:14]2[C:19](=[CH:18][CH:17]=[C:16]([N:1]3[CH2:6][CH2:5][O:4][CH2:3][CH2:2]3)[CH:15]=2)[N:10]([C:7](=[O:9])[CH3:8])[C@@H:11]([CH3:33])[C@@H:12]1[CH3:32]. The yield is 0.330. (2) The reactants are [Br:1][CH2:2][C@@H:3]([C:5]1[CH:10]=[CH:9][C:8]([O:11][CH2:12][C:13]2[CH:18]=[CH:17][CH:16]=[CH:15][CH:14]=2)=[C:7]([NH:19][CH:20]=[O:21])[CH:6]=1)[OH:4].N1C=CN=C1.[Si:27](Cl)([C:30]([CH3:33])([CH3:32])[CH3:31])([CH3:29])[CH3:28]. The catalyst is CN(C)C=O.C(OC(C)C)(=O)C. The product is [CH2:12]([O:11][C:8]1[CH:9]=[CH:10][C:5]([C@@H:3]([O:4][Si:27]([C:30]([CH3:33])([CH3:32])[CH3:31])([CH3:29])[CH3:28])[CH2:2][Br:1])=[CH:6][C:7]=1[NH:19][CH:20]=[O:21])[C:13]1[CH:14]=[CH:15][CH:16]=[CH:17][CH:18]=1. The yield is 0.680. (3) The reactants are [CH2:1]([O:8][C:9]1[CH:14]=[CH:13][C:12]([OH:15])=[C:11]([N+:16]([O-:18])=[O:17])[CH:10]=1)[C:2]1[CH:7]=[CH:6][CH:5]=[CH:4][CH:3]=1.[C:19]([O-])([O-])=O.[K+].[K+].CI. The catalyst is CN(C=O)C.O. The product is [CH2:1]([O:8][C:9]1[CH:14]=[CH:13][C:12]([O:15][CH3:19])=[C:11]([N+:16]([O-:18])=[O:17])[CH:10]=1)[C:2]1[CH:3]=[CH:4][CH:5]=[CH:6][CH:7]=1. The yield is 0.990.